This data is from Forward reaction prediction with 1.9M reactions from USPTO patents (1976-2016). The task is: Predict the product of the given reaction. (1) Given the reactants C[O-].[Na+].[CH2:4]([N:6]1[C:11](=[O:12])[C:10]2=[N:13][O:14][C:15]([CH3:16])=[C:9]2[C:8]([C:17]2[CH:22]=[CH:21][CH:20]=[CH:19][CH:18]=2)=[N:7]1)[CH3:5].[CH:23](=O)[C:24]1[CH:29]=[CH:28][CH:27]=[CH:26][CH:25]=1, predict the reaction product. The product is: [CH2:4]([N:6]1[C:11](=[O:12])[C:10]2=[N:13][O:14][C:15]([CH:16]=[CH:23][C:24]3[CH:29]=[CH:28][CH:27]=[CH:26][CH:25]=3)=[C:9]2[C:8]([C:17]2[CH:22]=[CH:21][CH:20]=[CH:19][CH:18]=2)=[N:7]1)[CH3:5]. (2) Given the reactants [C:1]([CH:3]1[CH2:8][CH2:7][N:6]([CH2:9][C:10]2([C:16]([O:18][C:19]([CH3:22])([CH3:21])[CH3:20])=[O:17])[CH2:15][CH2:14][O:13][CH2:12][CH2:11]2)[CH2:5][CH2:4]1)#[N:2], predict the reaction product. The product is: [C:19]([O:18][C:16]([C:10]1([CH2:9][N:6]2[CH2:7][CH2:8][CH:3]([CH2:1][NH2:2])[CH2:4][CH2:5]2)[CH2:15][CH2:14][O:13][CH2:12][CH2:11]1)=[O:17])([CH3:22])([CH3:21])[CH3:20].